From a dataset of Reaction yield outcomes from USPTO patents with 853,638 reactions. Predict the reaction yield, written as a fraction of the theoretical maximum amount of product (1.0 means a 100% yield; for example, 0.34 means a 34% yield). (1) The yield is 0.270. The reactants are CO[C:3]([C:5]1[NH:6][N:7]=[C:8]([O:10][CH2:11][C:12]2[C:13]([CH2:18][CH2:19][CH2:20][CH3:21])=[N:14][O:15][C:16]=2[CH3:17])[CH:9]=1)=[O:4].[NH2:22][N:23]1[CH2:28][CH2:27][O:26][CH2:25][CH2:24]1. No catalyst specified. The product is [N:23]1([NH:22][C:3]([C:5]2[NH:6][N:7]=[C:8]([O:10][CH2:11][C:12]3[C:13]([CH2:18][CH2:19][CH2:20][CH3:21])=[N:14][O:15][C:16]=3[CH3:17])[CH:9]=2)=[O:4])[CH2:28][CH2:27][O:26][CH2:25][CH2:24]1. (2) The reactants are [N:1]1[CH:6]=[CH:5][CH:4]=[N:3][C:2]=1[C:7]1[CH:12]=[CH:11][C:10](/[CH:13]=[CH:14]/[CH2:15][OH:16])=[CH:9][CH:8]=1.C([O-])=O.[NH4+]. The catalyst is CO.[Pd]. The product is [N:1]1[CH:6]=[CH:5][CH:4]=[N:3][C:2]=1[C:7]1[CH:12]=[CH:11][C:10]([CH2:13][CH2:14][CH2:15][OH:16])=[CH:9][CH:8]=1. The yield is 0.790. (3) The reactants are [C:1]([O:5][C:6]([NH:8][C@@H:9]([CH2:13][CH3:14])[C:10](O)=[O:11])=[O:7])([CH3:4])([CH3:3])[CH3:2].C[N:16]1CCOCC1.ClC(OCC(C)C)=O.[NH4+].[OH-]. The product is [C:10]([C@@H:9]([NH:8][C:6](=[O:7])[O:5][C:1]([CH3:4])([CH3:3])[CH3:2])[CH2:13][CH3:14])(=[O:11])[NH2:16]. The yield is 0.800. The catalyst is CN(C=O)C.CCCCCC. (4) The reactants are Br[C:2]1[CH:19]=[CH:18][C:5]2[NH:6][CH:7]([C:10]3[C:15]([F:16])=[CH:14][CH:13]=[CH:12][C:11]=3[F:17])[CH2:8][O:9][C:4]=2[CH:3]=1.C([O-])([O-])=O.[K+].[K+].COC1C=CC=C(OC)C=1C1C=CC=CC=1P(C1CCCCC1)C1CCCCC1.[CH3:55][N:56]1[C:60](B(O)O)=[CH:59][C:58]([C:64]([F:67])([F:66])[F:65])=[N:57]1. The catalyst is O1CCOCC1.C1C=CC([P]([Pd]([P](C2C=CC=CC=2)(C2C=CC=CC=2)C2C=CC=CC=2)([P](C2C=CC=CC=2)(C2C=CC=CC=2)C2C=CC=CC=2)[P](C2C=CC=CC=2)(C2C=CC=CC=2)C2C=CC=CC=2)(C2C=CC=CC=2)C2C=CC=CC=2)=CC=1.C(OCC)(=O)C.CCCCCC. The product is [F:17][C:11]1[CH:12]=[CH:13][CH:14]=[C:15]([F:16])[C:10]=1[CH:7]1[NH:6][C:5]2[CH:18]=[CH:19][C:2]([C:60]3[N:56]([CH3:55])[N:57]=[C:58]([C:64]([F:67])([F:66])[F:65])[CH:59]=3)=[CH:3][C:4]=2[O:9][CH2:8]1. The yield is 0.340. (5) The reactants are [CH3:1][C:2]1[CH:7]=[CH:6][C:5]([C:8]2[CH:13]=[CH:12][C:11]([CH3:14])=[CH:10][CH:9]=2)=[C:4]([N+:15]([O-])=O)[CH:3]=1. The catalyst is C(OP(OCC)OCC)C. The product is [CH3:1][C:2]1[CH:7]=[CH:6][C:5]2[C:8]3[C:13](=[CH:12][C:11]([CH3:14])=[CH:10][CH:9]=3)[NH:15][C:4]=2[CH:3]=1. The yield is 0.240. (6) The reactants are [CH3:1][NH:2][CH2:3][CH:4]1[CH2:8][C:7]2[CH:9]=[CH:10][CH:11]=[C:12]([C:13]3[CH:18]=[CH:17][CH:16]=[CH:15][C:14]=3[CH3:19])[C:6]=2[O:5]1.C(N(C(C)C)CC)(C)C.Cl[C:30]([O:32][CH2:33][C:34]1[CH:39]=[CH:38][CH:37]=[CH:36][CH:35]=1)=[O:31]. No catalyst specified. The product is [CH3:19][C:14]1[CH:15]=[CH:16][CH:17]=[CH:18][C:13]=1[C:12]1[C:6]2[O:5][CH:4]([CH2:3][N:2]([CH3:1])[C:30](=[O:31])[O:32][CH2:33][C:34]3[CH:39]=[CH:38][CH:37]=[CH:36][CH:35]=3)[CH2:8][C:7]=2[CH:9]=[CH:10][CH:11]=1. The yield is 0.770.